This data is from Merck oncology drug combination screen with 23,052 pairs across 39 cell lines. The task is: Regression. Given two drug SMILES strings and cell line genomic features, predict the synergy score measuring deviation from expected non-interaction effect. (1) Drug 1: CC1CC2C3CCC4=CC(=O)C=CC4(C)C3(F)C(O)CC2(C)C1(O)C(=O)CO. Drug 2: CC1(c2nc3c(C(N)=O)cccc3[nH]2)CCCN1. Cell line: A2780. Synergy scores: synergy=5.33. (2) Drug 1: O=C(O)C1(Cc2cccc(Nc3nccs3)n2)CCC(Oc2cccc(Cl)c2F)CC1. Drug 2: CNC(=O)c1cc(Oc2ccc(NC(=O)Nc3ccc(Cl)c(C(F)(F)F)c3)cc2)ccn1. Cell line: A2780. Synergy scores: synergy=2.60.